Dataset: Forward reaction prediction with 1.9M reactions from USPTO patents (1976-2016). Task: Predict the product of the given reaction. (1) Given the reactants [Br:1][C:2]1[CH:7]=[CH:6][C:5]([N:8]([CH3:15])[C:9](=[O:14])[CH:10]=[C:11]([CH3:13])[CH3:12])=[CH:4][CH:3]=1.[Cl-].[Al+3].[Cl-].[Cl-].O, predict the reaction product. The product is: [Br:1][C:2]1[CH:3]=[C:4]2[C:5](=[CH:6][CH:7]=1)[N:8]([CH3:15])[C:9](=[O:14])[CH2:10][C:11]2([CH3:12])[CH3:13]. (2) Given the reactants [NH2:1][C:2]1[S:6][C:5]([C:7]2[CH:12]=[CH:11][C:10]([C:13]([OH:16])([CH3:15])[CH3:14])=[CH:9][CH:8]=2)=[N:4][C:3]=1[C:17]([NH2:19])=[O:18].Br[C:21]1[CH:26]=[CH:25][C:24]([S:27]([CH3:30])(=[O:29])=[O:28])=[CH:23][N:22]=1.CC(C1C=C(C(C)C)C(C2C=CC=CC=2P(C2CCCCC2)C2CCCCC2)=C(C(C)C)C=1)C.C(=O)([O-])[O-].[K+].[K+].C(O)(CC)(C)C, predict the reaction product. The product is: [OH:16][C:13]([C:10]1[CH:9]=[CH:8][C:7]([C:5]2[S:6][C:2]([NH:1][C:21]3[CH:26]=[CH:25][C:24]([S:27]([CH3:30])(=[O:29])=[O:28])=[CH:23][N:22]=3)=[C:3]([C:17]([NH2:19])=[O:18])[N:4]=2)=[CH:12][CH:11]=1)([CH3:15])[CH3:14]. (3) Given the reactants [Si:1]([O:8][CH2:9][C:10]1([CH3:38])[S:16][CH2:15][CH2:14][N:13]2[C:17]([C:20]3([C:23]4[CH:28]=[CH:27][C:26](B5OC(C)(C)C(C)(C)O5)=[CH:25][CH:24]=4)[CH2:22][CH2:21]3)=[N:18][N:19]=[C:12]2[CH2:11]1)([C:4]([CH3:7])([CH3:6])[CH3:5])([CH3:3])[CH3:2].Br[C:40]1[CH:41]=[N:42][CH:43]=[CH:44][C:45]=1[CH3:46].C(=O)([O-])[O-].[K+].[K+], predict the reaction product. The product is: [Si:1]([O:8][CH2:9][C:10]1([CH3:38])[S:16][CH2:15][CH2:14][N:13]2[C:17]([C:20]3([C:23]4[CH:24]=[CH:25][C:26]([C:40]5[CH:41]=[N:42][CH:43]=[CH:44][C:45]=5[CH3:46])=[CH:27][CH:28]=4)[CH2:22][CH2:21]3)=[N:18][N:19]=[C:12]2[CH2:11]1)([C:4]([CH3:7])([CH3:5])[CH3:6])([CH3:3])[CH3:2]. (4) Given the reactants [CH3:1][O:2][C:3]1[CH:4]=[C:5]2[C:9](=[CH:10][CH:11]=1)[NH:8][N:7]=[C:6]2[C:12]([OH:14])=[O:13].F[C:16]1[CH:21]=[C:20]([I:22])[CH:19]=[CH:18][N:17]=1, predict the reaction product. The product is: [I:22][C:20]1[CH:19]=[CH:18][N:17]=[C:16]([N:8]2[C:9]3[C:5](=[CH:4][C:3]([O:2][CH3:1])=[CH:11][CH:10]=3)[C:6]([C:12]([OH:14])=[O:13])=[N:7]2)[CH:21]=1. (5) Given the reactants S(C1C=CC(C)=CC=1)(O[CH2:5][CH2:6][C:7]1[CH:12]=[CH:11][C:10]([Cl:13])=[CH:9][CH:8]=1)(=O)=O.C(=O)([O-])[O-].[Na+].[Na+].[I-].[Na+].[N+:29]([C:32]1[CH:45]=[CH:44][C:35]([C:36]([O:38][C@H:39]2[CH2:43][CH2:42][NH:41][CH2:40]2)=[O:37])=[CH:34][CH:33]=1)([O-:31])=[O:30], predict the reaction product. The product is: [Cl:13][C:10]1[CH:9]=[CH:8][C:7]([CH2:6][CH2:5][N:41]2[CH2:42][CH2:43][C@H:39]([O:38][C:36](=[O:37])[C:35]3[CH:34]=[CH:33][C:32]([N+:29]([O-:31])=[O:30])=[CH:45][CH:44]=3)[CH2:40]2)=[CH:12][CH:11]=1. (6) Given the reactants Cl.[NH2:2][CH:3]1[CH2:7][CH2:6][N:5]([C:8]([C:10]2[N:11]=[C:12]3[C:17]([C:18]([F:21])([F:20])[F:19])=[CH:16][C:15]([C:22]4[CH:26]=[CH:25][O:24][CH:23]=4)=[CH:14][N:13]3[C:27]=2[Cl:28])=[O:9])[CH2:4]1.C(N(CC)C(C)C)(C)C.[C:38](OC(=O)C)(=[O:40])[CH3:39], predict the reaction product. The product is: [Cl:28][C:27]1[N:13]2[CH:14]=[C:15]([C:22]3[CH:26]=[CH:25][O:24][CH:23]=3)[CH:16]=[C:17]([C:18]([F:20])([F:21])[F:19])[C:12]2=[N:11][C:10]=1[C:8]([N:5]1[CH2:6][CH2:7][CH:3]([NH:2][C:38](=[O:40])[CH3:39])[CH2:4]1)=[O:9]. (7) The product is: [C:11]1([C:8]2([C:17]3[CH:22]=[CH:21][CH:20]=[CH:19][CH:18]=3)[CH2:7][CH2:6][N:5]([CH2:4][CH2:3][CH2:2][CH:25]([C:24](=[O:23])[C:31]3[CH:35]=[CH:34][O:33][CH:32]=3)[C:26]([NH2:37])=[O:28])[CH2:10][CH2:9]2)[CH:12]=[CH:13][CH:14]=[CH:15][CH:16]=1. Given the reactants N[CH2:2][CH2:3][CH2:4][N:5]1[CH2:10][CH2:9][C:8]([C:17]2[CH:22]=[CH:21][CH:20]=[CH:19][CH:18]=2)([C:11]2[CH:16]=[CH:15][CH:14]=[CH:13][CH:12]=2)[CH2:7][CH2:6]1.[O:23]=[C:24]([C:31]1[CH:35]=[CH:34][O:33][CH:32]=1)[CH2:25][C:26]([O:28]CC)=O.C[N:37](C1C=CC=CN=1)C, predict the reaction product. (8) Given the reactants [NH3:1].C[O:3][C:4](=O)[CH2:5][O:6][C:7]1[CH:12]=[CH:11][C:10]([N:13]([CH:20]2[CH2:25][CH2:24][N:23]([C@H:26]([CH3:40])[CH2:27][CH2:28][NH:29][C:30]([C:32]3[C:33]([CH3:39])=[N:34][CH:35]=[N:36][C:37]=3[CH3:38])=[O:31])[CH2:22][CH2:21]2)[CH2:14][C:15]2[CH:19]=[CH:18][S:17][CH:16]=2)=[CH:9][CH:8]=1, predict the reaction product. The product is: [C:4]([CH2:5][O:6][C:7]1[CH:8]=[CH:9][C:10]([N:13]([CH2:14][C:15]2[CH:19]=[CH:18][S:17][CH:16]=2)[CH:20]2[CH2:21][CH2:22][N:23]([C@H:26]([CH3:40])[CH2:27][CH2:28][NH:29][C:30]([C:32]3[C:37]([CH3:38])=[N:36][CH:35]=[N:34][C:33]=3[CH3:39])=[O:31])[CH2:24][CH2:25]2)=[CH:11][CH:12]=1)(=[O:3])[NH2:1]. (9) Given the reactants C(OC([N:8]1[CH2:13][CH2:12][C:11]([CH2:15][C:16]2[O:17][C:18]3[CH:24]=[CH:23][CH:22]=[CH:21][C:19]=3[N:20]=2)(O)[CH2:10][CH2:9]1)=O)(C)(C)C.FC(F)(F)C(O)=O.OS(O)(=O)=O, predict the reaction product. The product is: [NH:8]1[CH2:13][CH2:12][C:11](=[CH:15][C:16]2[O:17][C:18]3[CH:24]=[CH:23][CH:22]=[CH:21][C:19]=3[N:20]=2)[CH2:10][CH2:9]1.